Predict the product of the given reaction. From a dataset of Forward reaction prediction with 1.9M reactions from USPTO patents (1976-2016). (1) Given the reactants [CH3:1][O:2][C:3]1[CH:12]=[C:11]2[C:6]([CH2:7][CH2:8][CH2:9][C:10]2=[O:13])=[CH:5][CH:4]=1.[N-:14]=[N+]=[N-].[Na+], predict the reaction product. The product is: [CH3:1][O:2][C:3]1[CH:4]=[CH:5][C:6]2[CH2:7][CH2:8][CH2:9][C:10](=[O:13])[NH:14][C:11]=2[CH:12]=1. (2) Given the reactants [CH3:1][C:2]1[N:3]([CH2:15][CH2:16][CH2:17][C:18]2([CH3:23])[O:22][CH2:21][CH2:20][O:19]2)[C:4]2[C:13]3[CH:12]=[CH:11][CH:10]=[CH:9][C:8]=3[N:7]=[CH:6][C:5]=2[N:14]=1.C1C=C(Cl)C=C(C(OO)=[O:32])C=1, predict the reaction product. The product is: [CH3:1][C:2]1[N:3]([CH2:15][CH2:16][CH2:17][C:18]2([CH3:23])[O:22][CH2:21][CH2:20][O:19]2)[C:4]2[C:13]3[CH:12]=[CH:11][CH:10]=[CH:9][C:8]=3[N+:7]([O-:32])=[CH:6][C:5]=2[N:14]=1. (3) The product is: [C:26]1([N:8]2[C:9]3[C:14](=[CH:13][CH:12]=[CH:11][CH:10]=3)[C:4]3([CH2:3][CH2:2][N:1]([C:15]([O:17][CH2:18][C:19]4[CH:20]=[CH:21][CH:22]=[CH:23][CH:24]=4)=[O:16])[CH2:6][CH2:5]3)[CH2:7]2)[CH:31]=[CH:30][CH:29]=[CH:28][CH:27]=1. Given the reactants [N:1]1([C:15]([O:17][CH2:18][C:19]2[CH:24]=[CH:23][CH:22]=[CH:21][CH:20]=2)=[O:16])[CH2:6][CH2:5][C:4]2([C:14]3[C:9](=[CH:10][CH:11]=[CH:12][CH:13]=3)[NH:8][CH2:7]2)[CH2:3][CH2:2]1.Br[C:26]1[CH:31]=[CH:30][CH:29]=[CH:28][CH:27]=1.C(=O)([O-])[O-].[Cs+].[Cs+], predict the reaction product.